From a dataset of Reaction yield outcomes from USPTO patents with 853,638 reactions. Predict the reaction yield, written as a fraction of the theoretical maximum amount of product (1.0 means a 100% yield; for example, 0.34 means a 34% yield). (1) The reactants are [OH:1][CH:2]([CH2:6][CH2:7][S:8][CH3:9])[C:3]([OH:5])=[O:4].[CH2:10]([OH:24])[CH2:11][CH2:12][CH2:13][CH2:14][CH2:15][CH2:16][CH2:17][CH2:18][CH2:19][CH2:20][CH2:21][CH2:22][CH3:23].C1(C)C=C[C:28]([S:31](O)(=O)=O)=CC=1.[OH2:36].[C:37]1(C)C=C[CH:40]=[CH:39][CH:38]=1. The catalyst is C(OCC)(=O)C. The product is [OH:1][CH:2]([CH2:6][CH2:7][S:8][CH3:9])[C:3]([O:5][CH:38]([CH2:39][CH2:40][S:31][CH3:28])[C:37](=[O:36])[O:24][CH2:10][CH2:11][CH2:12][CH2:13][CH2:14][CH2:15][CH2:16][CH2:17][CH2:18][CH2:19][CH2:20][CH2:21][CH2:22][CH3:23])=[O:4]. The yield is 0.240. (2) The reactants are CN(C)[CH:3]=[CH:4][C:5]([C:7]1[CH:8]=[N:9][CH:10]=[CH:11][CH:12]=1)=O.[N+]([O-])(O)=O.[NH2:18][C:19]([NH2:21])=N.[OH-].[Na+].[CH2:24](O)CCC. No catalyst specified. The product is [N:9]1[CH:10]=[CH:11][CH:12]=[C:7]([C:5]2[CH:4]=[CH:3][N:18]=[C:19]([NH2:21])[CH:24]=2)[CH:8]=1. The yield is 0.850.